This data is from Forward reaction prediction with 1.9M reactions from USPTO patents (1976-2016). The task is: Predict the product of the given reaction. (1) Given the reactants [N:1]1[C:6]2[CH:7]=[CH:8][CH:9]=[CH:10][C:5]=2[N:4]=[C:3]([N:11]2[CH2:16][CH2:15][N:14]([CH2:17][C:18]([NH:20][C:21]3[CH:30]=[CH:29][CH:28]=[CH:27][C:22]=3[C:23]([O:25]C)=[O:24])=[O:19])[CH2:13][CH2:12]2)[N:2]=1.[Li+].[OH-].CO, predict the reaction product. The product is: [N:1]1[C:6]2[CH:7]=[CH:8][CH:9]=[CH:10][C:5]=2[N:4]=[C:3]([N:11]2[CH2:16][CH2:15][N:14]([CH2:17][C:18]([NH:20][C:21]3[CH:30]=[CH:29][CH:28]=[CH:27][C:22]=3[C:23]([OH:25])=[O:24])=[O:19])[CH2:13][CH2:12]2)[N:2]=1. (2) Given the reactants Br[C:2]1[N:6]2[N:7]=[CH:8][CH:9]=[C:10]([N:11]3[CH2:16][CH2:15][O:14][CH2:13][CH2:12]3)[C:5]2=[N:4][C:3]=1[CH2:17][O:18][C:19]1[CH:28]=[CH:27][C:26]2[C:21](=[CH:22][CH:23]=[CH:24][CH:25]=2)[N:20]=1.CC1(C)C(C)(C)OB([C:37]2[CH:38]=[CH:39][C:40]([C:43]#[N:44])=[N:41][CH:42]=2)O1, predict the reaction product. The product is: [O:14]1[CH2:15][CH2:16][N:11]([C:10]2[C:5]3[N:6]([C:2]([C:37]4[CH:38]=[CH:39][C:40]([C:43]#[N:44])=[N:41][CH:42]=4)=[C:3]([CH2:17][O:18][C:19]4[CH:28]=[CH:27][C:26]5[C:21](=[CH:22][CH:23]=[CH:24][CH:25]=5)[N:20]=4)[N:4]=3)[N:7]=[CH:8][CH:9]=2)[CH2:12][CH2:13]1. (3) Given the reactants Cl[CH2:2][CH2:3][N:4]1[CH:8]=[CH:7][C:6]([C:9]2[N:17]3[C:12]([CH:13]=[CH:14][CH:15]=[CH:16]3)=[CH:11][C:10]=2[C:18]([O:20][CH2:21][CH3:22])=[O:19])=[N:5]1.C([O-])([O-])=O.[K+].[K+].[CH3:29][N:30]1[CH2:35][CH2:34][NH:33][CH2:32][CH2:31]1, predict the reaction product. The product is: [CH3:29][N:30]1[CH2:35][CH2:34][N:33]([CH2:2][CH2:3][N:4]2[CH:8]=[CH:7][C:6]([C:9]3[N:17]4[C:12]([CH:13]=[CH:14][CH:15]=[CH:16]4)=[CH:11][C:10]=3[C:18]([O:20][CH2:21][CH3:22])=[O:19])=[N:5]2)[CH2:32][CH2:31]1.